This data is from Drug-target binding data from BindingDB using Kd measurements. The task is: Regression. Given a target protein amino acid sequence and a drug SMILES string, predict the binding affinity score between them. We predict pKd (pKd = -log10(Kd in M); higher means stronger binding). Dataset: bindingdb_kd. (1) The pKd is 8.5. The target protein sequence is SHHWGYGKHNGPEHWHKDFPIAKGERQSPVDIDTHTAKYDPSLKPLSVSYDQATSLRILNNGHAFNVEFDDSQDKAVLKGGPLDGTYRLIQFHFHWGSLDGQGSEHTVDKKKYAAELHLVHWNTKYGDVGKAVQQPDGLAVLGIFLKVGSAKPGLQKVVDVLDSIKTKGKSADFTNFDPRGLLPESLDYWTYPGSLTTPPLLECVTWIVLKEPISVSSEQVLKFRKLNFNGEGEPEELMVDNWRPAQPLKNRQIKASFK. The small molecule is NS(=O)(=O)c1ccc(C(=O)NCc2ccc(F)cc2)cc1. (2) The small molecule is CCOc1cc2ncc(C#N)c(Nc3ccc(F)c(Cl)c3)c2cc1NC(=O)/C=C/CN(C)C. The target protein (P35590) has sequence MVWRVPPFLLPILFLASHVGAAVDLTLLANLRLTDPQRFFLTCVSGEAGAGRGSDAWGPPLLLEKDDRIVRTPPGPPLRLARNGSHQVTLRGFSKPSDLVGVFSCVGGAGARRTRVIYVHNSPGAHLLPDKVTHTVNKGDTAVLSARVHKEKQTDVIWKSNGSYFYTLDWHEAQDGRFLLQLPNVQPPSSGIYSATYLEASPLGSAFFRLIVRGCGAGRWGPGCTKECPGCLHGGVCHDHDGECVCPPGFTGTRCEQACREGRFGQSCQEQCPGISGCRGLTFCLPDPYGCSCGSGWRGSQCQEACAPGHFGADCRLQCQCQNGGTCDRFSGCVCPSGWHGVHCEKSDRIPQILNMASELEFNLETMPRINCAAAGNPFPVRGSIELRKPDGTVLLSTKAIVEPEKTTAEFEVPRLVLADSGFWECRVSTSGGQDSRRFKVNVKVPPVPLAAPRLLTKQSRQLVVSPLVSFSGDGPISTVRLHYRPQDSTMDWSTIVVDP.... The pKd is 6.0. (3) The compound is O=C1c2cccc3cccc(c23)N1c1ccc(-c2ccccc2)cc1. The target protein (O43924) has sequence MSAKDERAREILRGFKLNWMNLRDAETGKILWQGTEDLSVPGVEHEARVPKKILKCKAVSRELNFSSTEQMEKFRLEQKVYFKGQCLEEWFFEFGFVIPNSTNTWQSLIEAAPESQMMPASVLTGNVIIETKFFDDDLLVSTSRVRLFYV. The pKd is 6.6.